This data is from Reaction yield outcomes from USPTO patents with 853,638 reactions. The task is: Predict the reaction yield, written as a fraction of the theoretical maximum amount of product (1.0 means a 100% yield; for example, 0.34 means a 34% yield). (1) The reactants are C(NC(C)C)(C)C.C([Li])CCC.[CH3:13][O:14][C:15](=[O:30])[CH2:16][CH:17]1[CH2:22][CH2:21][N:20]([C:23]([O:25][C:26]([CH3:29])([CH3:28])[CH3:27])=[O:24])[CH2:19][CH2:18]1.[H-].[Na+].[CH:33]([C:35]1[C:36]([NH:41][C:42](=[O:47])[C:43]([CH3:46])([CH3:45])[CH3:44])=[N:37][CH:38]=[CH:39][CH:40]=1)=[O:34]. The catalyst is O1CCCC1. The product is [OH:34][CH:33]([C:35]1[C:36]([NH:41][C:42](=[O:47])[C:43]([CH3:45])([CH3:44])[CH3:46])=[N:37][CH:38]=[CH:39][CH:40]=1)[CH:16]([CH:17]1[CH2:18][CH2:19][N:20]([C:23]([O:25][C:26]([CH3:27])([CH3:29])[CH3:28])=[O:24])[CH2:21][CH2:22]1)[C:15]([O:14][CH3:13])=[O:30]. The yield is 0.930. (2) The reactants are [F:1][C:2]1[CH:7]=[CH:6][C:5]([C:8]2[C:16]3[C:11](=[CH:12][CH:13]=[CH:14][CH:15]=3)[N:10]([CH:17]([CH3:19])[CH3:18])[CH:9]=2)=[CH:4][CH:3]=1.CO/[CH:22]=[CH:23]/[C:24]([O:26][CH3:27])=[O:25].Br.C(O)(=O)C. The catalyst is C(O)(=O)C. The product is [F:1][C:2]1[CH:7]=[CH:6][C:5]([C:8]2[C:16]3[C:11](=[CH:12][CH:13]=[CH:14][CH:15]=3)[N:10]([CH:17]([CH3:19])[CH3:18])[C:9]=2/[CH:22]=[CH:23]/[C:24]([O:26][CH3:27])=[O:25])=[CH:4][CH:3]=1. The yield is 0.0800. (3) The reactants are [CH3:1][O:2][C:3]([C:5]1[CH:9]([CH:10]([CH3:12])[CH3:11])[CH:8]([C:13]([O:15][CH2:16][C:17]2[CH:22]=[CH:21][CH:20]=[CH:19][CH:18]=2)=[O:14])[N:7]([C:23]2[CH:28]=[CH:27][C:26]([F:29])=[CH:25][CH:24]=2)[N:6]=1)=[O:4].C1COCC1. The catalyst is C1COCC1.O. The product is [CH3:1][O:2][C:3]([C:5]1[C:9]([CH:10]([CH3:12])[CH3:11])=[C:8]([C:13]([O:15][CH2:16][C:17]2[CH:22]=[CH:21][CH:20]=[CH:19][CH:18]=2)=[O:14])[N:7]([C:23]2[CH:28]=[CH:27][C:26]([F:29])=[CH:25][CH:24]=2)[N:6]=1)=[O:4]. The yield is 0.650. (4) The reactants are [OH:1][CH2:2][C:3]1[CH:8]=[CH:7][C:6](B(O)O)=[CH:5][CH:4]=1.[NH2:12][C:13]1[N:14]=[C:15]([N:24]2[CH2:29][CH2:28][N:27]([C:30](=[O:40])[CH2:31][O:32][C:33]3[CH:38]=[CH:37][C:36]([Cl:39])=[CH:35][CH:34]=3)[CH2:26][CH2:25]2)[C:16]2[N:22]=[C:21](Cl)[CH:20]=[CH:19][C:17]=2[N:18]=1. No catalyst specified. The product is [NH2:12][C:13]1[N:14]=[C:15]([N:24]2[CH2:25][CH2:26][N:27]([C:30](=[O:40])[CH2:31][O:32][C:33]3[CH:38]=[CH:37][C:36]([Cl:39])=[CH:35][CH:34]=3)[CH2:28][CH2:29]2)[C:16]2[N:22]=[C:21]([C:6]3[CH:7]=[CH:8][C:3]([CH2:2][OH:1])=[CH:4][CH:5]=3)[CH:20]=[CH:19][C:17]=2[N:18]=1. The yield is 1.00. (5) The reactants are [CH2:1]([OH:17])[CH2:2][CH2:3][CH2:4][CH2:5][CH2:6][CH2:7][CH2:8][CH2:9][CH2:10][CH2:11][CH2:12][CH2:13][CH2:14][CH2:15][CH3:16].[O:18]=[P:19](Cl)(Cl)Cl.CCN(CC)CC.[CH2:30]([CH2:32][NH2:33])[OH:31].Cl.C1C[O:38]CC1. The catalyst is O. The product is [CH2:1]([O:17][P:19](=[O:18])([OH:38])[O:31][CH2:30][CH2:32][NH2:33])[CH2:2][CH2:3][CH2:4][CH2:5][CH2:6][CH2:7][CH2:8][CH2:9][CH2:10][CH2:11][CH2:12][CH2:13][CH2:14][CH2:15][CH3:16]. The yield is 0.850. (6) The yield is 0.300. The catalyst is CC(=O)OCC. The product is [C:20]([C:19]1[CH:22]=[CH:23][C:16]([N:6]2[CH2:5][CH2:4][N:3]([C:8]([O:10][C:11]([CH3:13])([CH3:12])[CH3:14])=[O:9])[C@@H:2]([CH3:1])[CH2:7]2)=[CH:17][CH:18]=1)#[N:21]. The reactants are [CH3:1][C@H:2]1[CH2:7][NH:6][CH2:5][CH2:4][N:3]1[C:8]([O:10][C:11]([CH3:14])([CH3:13])[CH3:12])=[O:9].F[C:16]1[CH:23]=[CH:22][C:19]([C:20]#[N:21])=[CH:18][CH:17]=1.C([O-])([O-])=O.[K+].[K+]. (7) The reactants are [CH3:1][C:2]([Si:5](Cl)([CH3:7])[CH3:6])([CH3:4])[CH3:3].CCN(C(C)C)C(C)C.[OH:18][C:19]1[CH:27]=[C:26]2[C:22]([CH:23]=[C:24]([C:28]([O:30][CH3:31])=[O:29])[NH:25]2)=[CH:21][CH:20]=1. The catalyst is C(Cl)Cl.C1COCC1. The product is [CH3:1][C:2]([Si:5]([CH3:7])([CH3:6])[O:18][C:19]1[CH:27]=[C:26]2[C:22]([CH:23]=[C:24]([C:28]([O:30][CH3:31])=[O:29])[NH:25]2)=[CH:21][CH:20]=1)([CH3:4])[CH3:3]. The yield is 0.580. (8) The reactants are [OH-].[Na+].C([O:6][C:7]1[CH:33]=[CH:32][C:31]([Cl:34])=[CH:30][C:8]=1[C:9]([NH:11][CH2:12][C:13](=[O:29])[NH:14][C:15]1[CH:20]=[C:19]([C:21]([F:24])([F:23])[F:22])[CH:18]=[C:17]([C:25]([F:28])([F:27])[F:26])[CH:16]=1)=[O:10])(=O)C.Cl. The catalyst is CO.O1CCCC1. The product is [Cl:34][C:31]1[CH:32]=[CH:33][C:7]([OH:6])=[C:8]([CH:30]=1)[C:9]([NH:11][CH2:12][C:13](=[O:29])[NH:14][C:15]1[CH:16]=[C:17]([C:25]([F:27])([F:28])[F:26])[CH:18]=[C:19]([C:21]([F:22])([F:23])[F:24])[CH:20]=1)=[O:10]. The yield is 0.637.